Dataset: Forward reaction prediction with 1.9M reactions from USPTO patents (1976-2016). Task: Predict the product of the given reaction. (1) Given the reactants [CH3:1][O:2][C:3](=[O:19])[C:4]([NH2:18])([CH3:17])[CH2:5][C:6]1[C:14]2[C:9](=[CH:10][CH:11]=[C:12]([O:15][CH3:16])[CH:13]=2)[NH:8][CH:7]=1.[OH:20][C:21]1[CH:22]=[C:23]([CH:26]=[CH:27][CH:28]=1)[CH:24]=O.ClCCl, predict the reaction product. The product is: [CH3:1][O:2][C:3]([C:4]1([CH3:17])[CH2:5][C:6]2[C:14]3[C:9](=[CH:10][CH:11]=[C:12]([O:15][CH3:16])[CH:13]=3)[NH:8][C:7]=2[CH:24]([C:23]2[CH:26]=[CH:27][CH:28]=[C:21]([OH:20])[CH:22]=2)[NH:18]1)=[O:19]. (2) The product is: [CH3:17][C:18]1[CH:23]=[C:22]([CH3:24])[CH:21]=[CH:20][C:19]=1[N:25]1[CH2:26][CH2:27][N:28]([C:11]([C:10]2[CH:9]=[CH:8][C:7]([N:3]3[CH2:4][CH2:5][CH2:6][S:2]3(=[O:1])=[O:16])=[CH:15][CH:14]=2)=[O:13])[CH2:29][CH2:30]1. Given the reactants [O:1]=[S:2]1(=[O:16])[CH2:6][CH2:5][CH2:4][N:3]1[C:7]1[CH:15]=[CH:14][C:10]([C:11]([OH:13])=O)=[CH:9][CH:8]=1.[CH3:17][C:18]1[CH:23]=[C:22]([CH3:24])[CH:21]=[CH:20][C:19]=1[N:25]1[CH2:30][CH2:29][NH:28][CH2:27][CH2:26]1, predict the reaction product. (3) The product is: [Br:17][C:12]1[CH:11]=[CH:10][C:9]2[N:8]([CH2:18][CH:19]([OH:24])[C:20]([OH:22])=[O:21])[C:7]3[C:15]([C:14]=2[CH:13]=1)=[CH:16][C:4]([Br:3])=[CH:5][CH:6]=3. Given the reactants [OH-].[Na+].[Br:3][C:4]1[CH:5]=[CH:6][C:7]2[N:8]([CH2:18][CH:19]([OH:24])[C:20]([O:22]C)=[O:21])[C:9]3[C:14]([C:15]=2[CH:16]=1)=[CH:13][C:12]([Br:17])=[CH:11][CH:10]=3, predict the reaction product. (4) Given the reactants [CH3:1][N:2]1[C:10]2[CH:9]=[C:8]([C:11]3[CH:16]=[CH:15][C:14]([O:17][CH2:18][CH2:19][CH:20]4[CH2:25][CH2:24][NH:23][CH2:22][CH2:21]4)=[C:13]([C:26]([F:29])([F:28])[F:27])[CH:12]=3)[N:7]=[C:6]([C:30]#[N:31])[C:5]=2[N:4]=[N:3]1.CCN(C(C)C)C(C)C.CN(C(ON1N=[N:56][C:51]2[CH:52]=[CH:53]C=N[C:50]1=2)=[N+](C)C)C.F[P-](F)(F)(F)(F)F.CN1C(=[O:71])CCC1, predict the reaction product. The product is: [NH2:56][C:51]1([C:50]([N:23]2[CH2:22][CH2:21][CH:20]([CH2:19][CH2:18][O:17][C:14]3[CH:15]=[CH:16][C:11]([C:8]4[N:7]=[C:6]([C:30]#[N:31])[C:5]5[N:4]=[N:3][N:2]([CH3:1])[C:10]=5[CH:9]=4)=[CH:12][C:13]=3[C:26]([F:29])([F:28])[F:27])[CH2:25][CH2:24]2)=[O:71])[CH2:53][CH2:52]1. (5) Given the reactants CN(C)CCCN=C=NCC.[NH2:12][C:13]1[CH:18]=[CH:17][C:16]([N:19]([CH2:27][CH2:28][C:29]2[CH:34]=[CH:33][CH:32]=[CH:31][N:30]=2)C(=O)OC(C)(C)C)=[CH:15][CH:14]=1.[Cl:35][C:36]1[CH:44]=[CH:43][C:39]([C:40](O)=[O:41])=[C:38]([N:45]([CH3:47])[CH3:46])[CH:37]=1.ON1C2C=CC=CC=2N=N1.Cl.C(=O)([O-])[O-].[K+].[K+], predict the reaction product. The product is: [Cl:35][C:36]1[CH:44]=[CH:43][C:39]([C:40]([NH:12][C:13]2[CH:14]=[CH:15][C:16]([NH:19][CH2:27][CH2:28][C:29]3[CH:34]=[CH:33][CH:32]=[CH:31][N:30]=3)=[CH:17][CH:18]=2)=[O:41])=[C:38]([N:45]([CH3:47])[CH3:46])[CH:37]=1. (6) Given the reactants C(=O)([O-])[O-].[Cs+].[Cs+].[NH2:7][CH2:8][CH:9]1[CH2:14][CH2:13][CH:12]([C:15]([OH:17])=[O:16])[CH2:11][CH2:10]1.Cl[C:19]1[N:24]=[C:23]([C:25]2[CH:30]=[CH:29][CH:28]=[CH:27][CH:26]=2)[C:22]([C:31]2[CH:36]=[CH:35][CH:34]=[CH:33][CH:32]=2)=[CH:21][N:20]=1, predict the reaction product. The product is: [C:25]1([C:23]2[C:22]([C:31]3[CH:32]=[CH:33][CH:34]=[CH:35][CH:36]=3)=[CH:21][N:20]=[C:19]([NH:7][CH2:8][CH:9]3[CH2:10][CH2:11][CH:12]([C:15]([OH:17])=[O:16])[CH2:13][CH2:14]3)[N:24]=2)[CH:30]=[CH:29][CH:28]=[CH:27][CH:26]=1. (7) Given the reactants [CH3:1][Mg]Br.[CH2:4]([N:11]([CH2:26][CH:27]=[O:28])[C:12]([CH:14]1[C:17]2[CH:18]=[CH:19][CH:20]=[C:21]([C:22]([F:25])([F:24])[F:23])[C:16]=2[CH2:15]1)=[O:13])[C:5]1[CH:10]=[CH:9][CH:8]=[CH:7][CH:6]=1, predict the reaction product. The product is: [CH2:4]([N:11]([CH2:26][CH:27]([OH:28])[CH3:1])[C:12]([CH:14]1[C:17]2[CH:18]=[CH:19][CH:20]=[C:21]([C:22]([F:23])([F:24])[F:25])[C:16]=2[CH2:15]1)=[O:13])[C:5]1[CH:10]=[CH:9][CH:8]=[CH:7][CH:6]=1.